From a dataset of Reaction yield outcomes from USPTO patents with 853,638 reactions. Predict the reaction yield, written as a fraction of the theoretical maximum amount of product (1.0 means a 100% yield; for example, 0.34 means a 34% yield). (1) The reactants are C(NC(C)C)(C)C.[Li]CCCC.[CH3:13][N:14]1[CH2:19][C:18]([N+:26]([O-:28])=[O:27])([C:20]2[CH:25]=[CH:24][CH:23]=[CH:22][CH:21]=2)[CH2:17][CH2:16][C:15]1=[O:29].C1C=CC(S(N(S(C2C=CC=CC=2)(=O)=O)[F:40])(=O)=O)=CC=1. The catalyst is C1COCC1.CCCCCC. The product is [F:40][CH:16]1[CH2:17][C:18]([N+:26]([O-:28])=[O:27])([C:20]2[CH:25]=[CH:24][CH:23]=[CH:22][CH:21]=2)[CH2:19][N:14]([CH3:13])[C:15]1=[O:29]. The yield is 0.540. (2) The reactants are [F:1][C:2]1[CH:3]=[C:4]([C:8]2[S:9][C:10]([NH:14][C:15](=[O:21])[O:16][C:17]([CH3:20])([CH3:19])[CH3:18])=[C:11]([I:13])[N:12]=2)[CH:5]=[N:6][CH:7]=1.[H-].[Na+].I[CH3:25]. The catalyst is CN(C=O)C. The product is [F:1][C:2]1[CH:3]=[C:4]([C:8]2[S:9][C:10]([N:14]([CH3:25])[C:15](=[O:21])[O:16][C:17]([CH3:18])([CH3:20])[CH3:19])=[C:11]([I:13])[N:12]=2)[CH:5]=[N:6][CH:7]=1. The yield is 0.910. (3) The reactants are [C:1]([NH:5][S:6]([C:9]1[S:10][C:11]([C:14]2[N:19]=[C:18]([NH:20][C:21]3[CH:25]=[C:24]([CH:26]4[CH2:28][CH2:27]4)[NH:23][N:22]=3)[C:17]([CH2:29][O:30][Si](C(C)(C)C)(C)C)=[CH:16][N:15]=2)=[CH:12][CH:13]=1)(=[O:8])=[O:7])([CH3:4])([CH3:3])[CH3:2].CCCC[N+](CCCC)(CCCC)CCCC.[F-].O. The catalyst is C1COCC1. The product is [C:1]([NH:5][S:6]([C:9]1[S:10][C:11]([C:14]2[N:19]=[C:18]([NH:20][C:21]3[CH:25]=[C:24]([CH:26]4[CH2:28][CH2:27]4)[NH:23][N:22]=3)[C:17]([CH2:29][OH:30])=[CH:16][N:15]=2)=[CH:12][CH:13]=1)(=[O:7])=[O:8])([CH3:4])([CH3:2])[CH3:3]. The yield is 0.863. (4) The reactants are [CH3:1][S:2][CH2:3][C:4]([OH:6])=O.C(Cl)(=O)C(Cl)=O.CN(C=O)C.[NH2:18][C:19]1[CH:27]=[CH:26][CH:25]=[C:24]2[C:20]=1[C:21](=[O:37])[N:22]([CH:29]1[CH2:34][CH2:33][C:32](=[O:35])[NH:31][C:30]1=[O:36])[C:23]2=[O:28]. The catalyst is CCOCC.CO.C1COCC1. The product is [O:36]=[C:30]1[CH:29]([N:22]2[C:21](=[O:37])[C:20]3[C:24](=[CH:25][CH:26]=[CH:27][C:19]=3[NH:18][C:4](=[O:6])[CH2:3][S:2][CH3:1])[C:23]2=[O:28])[CH2:34][CH2:33][C:32](=[O:35])[NH:31]1. The yield is 0.690. (5) The reactants are [NH2:1][C:2]1[CH:3]=[CH:4][C:5]2[N:10]([CH2:11][CH2:12][N:13]([CH3:23])[C:14](=[O:22])[O:15][C:16]3[CH:21]=[CH:20][CH:19]=[CH:18][CH:17]=3)[CH2:9][CH2:8][S:7][C:6]=2[CH:24]=1.I.[S:26]1[CH:30]=[CH:29][CH:28]=[C:27]1[C:31](SC)=[NH:32]. The catalyst is C(O)C.O.C(=O)([O-])[O-].[Na+].[Na+]. The product is [CH3:23][N:13]([CH2:12][CH2:11][N:10]1[CH2:9][CH2:8][S:7][C:6]2[CH:24]=[C:2]([NH:1][C:31]([C:27]3[S:26][CH:30]=[CH:29][CH:28]=3)=[NH:32])[CH:3]=[CH:4][C:5]1=2)[C:14](=[O:22])[O:15][C:16]1[CH:17]=[CH:18][CH:19]=[CH:20][CH:21]=1. The yield is 0.680. (6) The reactants are C1([C@H]([NH:9][C@@H:10]2[C:19]3[CH2:18][O:17][CH:16]=[CH:15][C:14]4=[CH:20][NH:21][CH:22]=[C:12]([C:13]=34)[CH2:11]2)C)C=CC=CC=1.[H][H]. The catalyst is O1CCCC1.[OH-].[Pd+2].[OH-]. The product is [CH:22]1[NH:21][CH:20]=[C:14]2[CH:15]=[CH:16][O:17][CH2:18][C:19]3[C@@H:10]([NH2:9])[CH2:11][C:12]=1[C:13]2=3. The yield is 0.860. (7) The reactants are [S:1]1[C:5]2[CH:6]=[CH:7][CH:8]=[CH:9][C:4]=2[N:3]=[C:2]1[C:10]1[CH:11]=[C:12]2[C:17](=[CH:18][C:19]=1[NH:20][C:21](=[O:23])[CH3:22])[CH2:16][NH:15][CH2:14][CH2:13]2.[CH:24](=O)[CH3:25].C(O)(=O)C.C(O[BH-](OC(=O)C)OC(=O)C)(=O)C.[Na+].C(=O)(O)[O-].[Na+]. The catalyst is ClC(Cl)C.O. The product is [S:1]1[C:5]2[CH:6]=[CH:7][CH:8]=[CH:9][C:4]=2[N:3]=[C:2]1[C:10]1[CH:11]=[C:12]2[C:17](=[CH:18][C:19]=1[NH:20][C:21](=[O:23])[CH3:22])[CH2:16][N:15]([CH2:24][CH3:25])[CH2:14][CH2:13]2. The yield is 0.350. (8) The reactants are N1C=[CH:5][CH:4]=[CH:3][CH:2]=1.FC(F)(F)S(OS(C(F)(F)F)(=O)=O)(=O)=O.[CH2:22]([N:29]1[C:34]([CH3:35])=[CH:33][C:32](O)=[C:31]([CH2:37][C:38]2[CH:43]=[CH:42][C:41]([C:44]3[C:45]([C:50]#[N:51])=[CH:46][CH:47]=[CH:48][CH:49]=3)=[CH:40][CH:39]=2)[C:30]1=[O:52])[C:23]1[CH:28]=[CH:27][CH:26]=[CH:25][CH:24]=1.[Br-].C([Zn+])CCC. The catalyst is CCCCCC.C(OCC)(=O)C.C(OCC)(=O)C.C1(C)C=CC=CC=1.O.ClCCl. The product is [CH2:22]([N:29]1[C:34]([CH3:35])=[CH:33][C:32]([CH2:2][CH2:3][CH2:4][CH3:5])=[C:31]([CH2:37][C:38]2[CH:39]=[CH:40][C:41]([C:44]3[C:45]([C:50]#[N:51])=[CH:46][CH:47]=[CH:48][CH:49]=3)=[CH:42][CH:43]=2)[C:30]1=[O:52])[C:23]1[CH:24]=[CH:25][CH:26]=[CH:27][CH:28]=1. The yield is 0.700. (9) The reactants are [BH4-].[Na+].[CH3:3][CH:4]([CH3:16])[C:5](=[O:15])[CH2:6][CH2:7][NH:8][C:9]1[CH:14]=[CH:13][CH:12]=[CH:11][CH:10]=1. The catalyst is CO. The product is [CH3:3][CH:4]([CH3:16])[CH:5]([OH:15])[CH2:6][CH2:7][NH:8][C:9]1[CH:14]=[CH:13][CH:12]=[CH:11][CH:10]=1. The yield is 0.230. (10) The reactants are [C:1]([O:5][C:6]([N:8]([CH2:10][C:11]([OH:13])=O)[CH3:9])=[O:7])([CH3:4])([CH3:3])[CH3:2].CCN(CC)CC.ClC(OCC(C)C)=O.Cl.[CH2:30]([O:32][C:33](=[O:37])[CH2:34][NH:35][CH3:36])[CH3:31]. The catalyst is C(Cl)Cl. The product is [CH2:30]([O:32][C:33](=[O:37])[CH2:34][N:35]([C:11](=[O:13])[CH2:10][N:8]([C:6]([O:5][C:1]([CH3:2])([CH3:3])[CH3:4])=[O:7])[CH3:9])[CH3:36])[CH3:31]. The yield is 0.220.